From a dataset of Forward reaction prediction with 1.9M reactions from USPTO patents (1976-2016). Predict the product of the given reaction. (1) Given the reactants [Cl:1][C:2]1[C:3]([C:27]([F:30])([F:29])[F:28])=[N:4][N:5]([CH2:8][C:9]([N:11]2[CH2:16][CH2:15][CH2:14][C:13]3[N:17]([C:20]4[CH:25]=[CH:24][C:23]([F:26])=[CH:22][CH:21]=4)[N:18]=[CH:19][C:12]2=3)=[O:10])[C:6]=1[CH3:7].[Li+].CC([N-]C(C)C)C.[CH2:39]=[O:40], predict the reaction product. The product is: [Cl:1][C:2]1[C:3]([C:27]([F:30])([F:29])[F:28])=[N:4][N:5]([CH:8]([CH2:39][OH:40])[C:9]([N:11]2[CH2:16][CH2:15][CH2:14][C:13]3[N:17]([C:20]4[CH:25]=[CH:24][C:23]([F:26])=[CH:22][CH:21]=4)[N:18]=[CH:19][C:12]2=3)=[O:10])[C:6]=1[CH3:7]. (2) Given the reactants Cl.[OH:2][C:3]1[CH:8]=[CH:7][C:6]([C:9]2[N:14]=[C:13]3[N:15]([CH2:19][CH2:20][N:21]4[CH2:26][CH2:25][O:24][CH2:23][CH2:22]4)[C:16](=[O:18])[NH:17][C:12]3=[N:11][CH:10]=2)=[CH:5][CH:4]=1.BrC1N=C2N(CCN3CCOCC3)C(=O)NC2=NC=1.CNC(C1C=CC(B(O)O)=CC=1)=O.P([O-])([O-])([O-])=O.[K+].[K+].[K+], predict the reaction product. The product is: [OH:2][C:3]1[CH:4]=[CH:5][C:6]([C:9]2[N:14]=[C:13]3[N:15]([CH2:19][CH2:20][N:21]4[CH2:22][CH2:23][O:24][CH2:25][CH2:26]4)[C:16](=[O:18])[NH:17][C:12]3=[N:11][CH:10]=2)=[CH:7][CH:8]=1. (3) Given the reactants [F:1][C:2]([F:27])([F:26])[C:3]([N:5]1[CH2:10][CH2:9][CH2:8][C@@H:7]2[C:11]3[CH:12]=[C:13](OS(C(F)(F)F)(=O)=O)[CH:14]=[CH:15][C:16]=3[CH2:17][C@H:6]12)=[O:4].[CH3:28]B1OB(C)OB(C)O1.[O-]P([O-])([O-])=O.[K+].[K+].[K+], predict the reaction product. The product is: [F:1][C:2]([F:27])([F:26])[C:3]([N:5]1[CH2:10][CH2:9][CH2:8][C@@H:7]2[C:11]3[CH:12]=[C:13]([CH3:28])[CH:14]=[CH:15][C:16]=3[CH2:17][C@H:6]12)=[O:4]. (4) Given the reactants [N+](=[C:3]([C:14](=[O:19])[CH2:15][CH2:16][CH2:17][OH:18])[C:4]([O:6][CH2:7][C:8]1[CH:13]=[CH:12][CH:11]=[CH:10][CH:9]=1)=[O:5])=[N-], predict the reaction product. The product is: [O:19]=[C:14]1[CH2:15][CH2:16][CH2:17][O:18][CH:3]1[C:4]([O:6][CH2:7][C:8]1[CH:13]=[CH:12][CH:11]=[CH:10][CH:9]=1)=[O:5]. (5) The product is: [NH2:1][C:2]1[CH:10]=[CH:9][C:5]([C:6]([NH:18][C:17]2[CH:19]=[CH:20][CH:21]=[C:15]([Cl:14])[CH:16]=2)=[O:8])=[CH:4][C:3]=1[N+:11]([O-:13])=[O:12]. Given the reactants [NH2:1][C:2]1[CH:10]=[CH:9][C:5]([C:6]([OH:8])=O)=[CH:4][C:3]=1[N+:11]([O-:13])=[O:12].[Cl:14][C:15]1[CH:16]=[C:17]([CH:19]=[CH:20][CH:21]=1)[NH2:18].F[P-](F)(F)(F)(F)F.N1(O[P+](N(C)C)(N(C)C)N(C)C)C2C=CC=CC=2N=N1.CCN(C(C)C)C(C)C.C([O-])(O)=O.[Na+], predict the reaction product. (6) Given the reactants C[O:2][C:3](=O)[CH:4]([CH:21]1[CH2:26][CH2:25][CH2:24][CH2:23][CH2:22]1)[C:5]([C:7]1[CH:12]=[CH:11][C:10]([O:13][CH2:14][C:15]2[CH:20]=[CH:19][CH:18]=[CH:17][CH:16]=2)=[CH:9][CH:8]=1)=O.[CH3:28][O:29][C:30]([C:32]1[CH:36]=[C:35]([NH2:37])[NH:34][N:33]=1)=[O:31].O.C1(C)C=CC(S(O)(=O)=O)=CC=1, predict the reaction product. The product is: [CH3:28][O:29][C:30]([C:32]1[CH:36]=[C:35]2[NH:37][C:5]([C:7]3[CH:8]=[CH:9][C:10]([O:13][CH2:14][C:15]4[CH:20]=[CH:19][CH:18]=[CH:17][CH:16]=4)=[CH:11][CH:12]=3)=[C:4]([CH:21]3[CH2:26][CH2:25][CH2:24][CH2:23][CH2:22]3)[C:3](=[O:2])[N:34]2[N:33]=1)=[O:31]. (7) Given the reactants [O:1]1[CH2:6][CH2:5][N:4]([CH2:7][CH2:8][O:9][C:10]2[CH:17]=[CH:16][C:13]([CH:14]=O)=[CH:12][CH:11]=2)[CH2:3][CH2:2]1.[NH2:18][C:19]1[N:20]=[N:21][C:22]([CH3:25])=[CH:23][CH:24]=1.C([O:28][C:29](=O)[C:30]([OH:43])=[CH:31][C:32]([C:34]1[CH:39]=[CH:38][C:37]([CH:40]([CH3:42])[CH3:41])=[CH:36][CH:35]=1)=[O:33])C, predict the reaction product. The product is: [OH:43][C:30]1[C:29](=[O:28])[N:18]([C:19]2[N:20]=[N:21][C:22]([CH3:25])=[CH:23][CH:24]=2)[CH:14]([C:13]2[CH:16]=[CH:17][C:10]([O:9][CH2:8][CH2:7][N:4]3[CH2:5][CH2:6][O:1][CH2:2][CH2:3]3)=[CH:11][CH:12]=2)[C:31]=1[C:32](=[O:33])[C:34]1[CH:39]=[CH:38][C:37]([CH:40]([CH3:42])[CH3:41])=[CH:36][CH:35]=1.